Dataset: NCI-60 drug combinations with 297,098 pairs across 59 cell lines. Task: Regression. Given two drug SMILES strings and cell line genomic features, predict the synergy score measuring deviation from expected non-interaction effect. (1) Drug 1: CC1CCC2CC(C(=CC=CC=CC(CC(C(=O)C(C(C(=CC(C(=O)CC(OC(=O)C3CCCCN3C(=O)C(=O)C1(O2)O)C(C)CC4CCC(C(C4)OC)OCCO)C)C)O)OC)C)C)C)OC. Drug 2: C(CCl)NC(=O)N(CCCl)N=O. Cell line: HT29. Synergy scores: CSS=4.40, Synergy_ZIP=-3.19, Synergy_Bliss=3.67, Synergy_Loewe=-19.4, Synergy_HSA=0.116. (2) Drug 1: C1CC(C1)(C(=O)O)C(=O)O.[NH2-].[NH2-].[Pt+2]. Drug 2: C(CC(=O)O)C(=O)CN.Cl. Cell line: 786-0. Synergy scores: CSS=4.48, Synergy_ZIP=-1.13, Synergy_Bliss=5.86, Synergy_Loewe=-1.73, Synergy_HSA=-0.480. (3) Drug 1: CC1=C2C(C(=O)C3(C(CC4C(C3C(C(C2(C)C)(CC1OC(=O)C(C(C5=CC=CC=C5)NC(=O)OC(C)(C)C)O)O)OC(=O)C6=CC=CC=C6)(CO4)OC(=O)C)OC)C)OC. Drug 2: C(=O)(N)NO. Cell line: SN12C. Synergy scores: CSS=27.3, Synergy_ZIP=-1.08, Synergy_Bliss=-2.27, Synergy_Loewe=-31.5, Synergy_HSA=-1.38. (4) Synergy scores: CSS=6.34, Synergy_ZIP=-3.93, Synergy_Bliss=-3.72, Synergy_Loewe=-6.18, Synergy_HSA=-1.84. Cell line: SF-295. Drug 1: C1CCC(C1)C(CC#N)N2C=C(C=N2)C3=C4C=CNC4=NC=N3. Drug 2: C1=CN(C(=O)N=C1N)C2C(C(C(O2)CO)O)O.Cl. (5) Drug 1: CC(CN1CC(=O)NC(=O)C1)N2CC(=O)NC(=O)C2. Drug 2: CC(C1=C(C=CC(=C1Cl)F)Cl)OC2=C(N=CC(=C2)C3=CN(N=C3)C4CCNCC4)N. Cell line: HCT-15. Synergy scores: CSS=32.7, Synergy_ZIP=-6.21, Synergy_Bliss=1.04, Synergy_Loewe=1.51, Synergy_HSA=1.62.